Task: Predict the reaction yield, written as a fraction of the theoretical maximum amount of product (1.0 means a 100% yield; for example, 0.34 means a 34% yield).. Dataset: Reaction yield outcomes from USPTO patents with 853,638 reactions The reactants are Br[C:2]1[CH:10]=[CH:9][CH:8]=[C:7]2[C:3]=1[CH:4]=[CH:5][N:6]2[C:11]1[CH:16]=[CH:15][N:14]=[C:13]([NH:17][CH:18]2[CH2:23][CH2:22][CH:21]([C:24]([N:26]3[CH2:31][CH2:30][CH:29]([OH:32])[CH2:28][CH2:27]3)=[O:25])[CH2:20][CH2:19]2)[N:12]=1.[C:33]1(B(O)O)[CH:38]=[CH:37][CH:36]=[CH:35][CH:34]=1.[C:42]([O-])([O-])=[O:43].[Na+].[Na+].C1(C)C=CC=CC=1. The catalyst is O.C1C=CC([P]([Pd]([P](C2C=CC=CC=2)(C2C=CC=CC=2)C2C=CC=CC=2)([P](C2C=CC=CC=2)(C2C=CC=CC=2)C2C=CC=CC=2)[P](C2C=CC=CC=2)(C2C=CC=CC=2)C2C=CC=CC=2)(C2C=CC=CC=2)C2C=CC=CC=2)=CC=1.CCO. The product is [NH4+:6].[OH-:25].[CH3:42][OH:43].[OH:32][CH:29]1[CH2:30][CH2:31][N:26]([C:24]([CH:21]2[CH2:20][CH2:19][CH:18]([NH:17][C:13]3[N:12]=[C:11]([N:6]4[C:7]5[C:3](=[C:2]([C:33]6[CH:38]=[CH:37][CH:36]=[CH:35][CH:34]=6)[CH:10]=[CH:9][CH:8]=5)[CH:4]=[CH:5]4)[CH:16]=[CH:15][N:14]=3)[CH2:23][CH2:22]2)=[O:25])[CH2:27][CH2:28]1. The yield is 0.0100.